Dataset: Reaction yield outcomes from USPTO patents with 853,638 reactions. Task: Predict the reaction yield, written as a fraction of the theoretical maximum amount of product (1.0 means a 100% yield; for example, 0.34 means a 34% yield). (1) The reactants are [O:1]=[C:2]1[C:7]([CH2:8][C:9]2[CH:14]=[CH:13][C:12]([C:15]3[C:16]([C:21]#[N:22])=[CH:17][CH:18]=[CH:19][CH:20]=3)=[CH:11][CH:10]=2)=[C:6]([CH2:23][CH2:24][CH3:25])[N:5]2[N:26]=[CH:27][N:28]=[C:4]2[NH:3]1.I[CH:30]([CH3:32])[CH3:31].C(=O)([O-])[O-].[K+].[K+].CN(C)C(=O)C. The catalyst is C(OCC)(=O)C. The product is [CH3:31][CH:30]([N:3]1[C:2](=[O:1])[C:7]([CH2:8][C:9]2[CH:10]=[CH:11][C:12]([C:15]3[C:16]([C:21]#[N:22])=[CH:17][CH:18]=[CH:19][CH:20]=3)=[CH:13][CH:14]=2)=[C:6]([CH2:23][CH2:24][CH3:25])[N:5]2[N:26]=[CH:27][N:28]=[C:4]12)[CH3:32]. The yield is 0.530. (2) The reactants are [N:1]1[CH:6]=[CH:5][CH:4]=[CH:3][C:2]=1[C@@:7]1([CH2:17][CH2:18][NH2:19])[CH2:16][C:11]2([CH2:15][CH2:14][CH2:13][CH2:12]2)[O:10][CH2:9][CH2:8]1.S([O-])([O-])(=O)=O.[Na+].[Na+].COC1C=CSC=1C=O.[BH4-].[Na+].[ClH:38]. The catalyst is CCOCC.CO.C(Cl)Cl. The product is [ClH:38].[N:1]1[CH:6]=[CH:5][CH:4]=[CH:3][C:2]=1[C@@:7]1([CH2:17][CH2:18][NH2:19])[CH2:16][C:11]2([CH2:15][CH2:14][CH2:13][CH2:12]2)[O:10][CH2:9][CH2:8]1. The yield is 0.410.